From a dataset of Full USPTO retrosynthesis dataset with 1.9M reactions from patents (1976-2016). Predict the reactants needed to synthesize the given product. (1) Given the product [Cl:14][C:15]1[C:20]([N:4]2[CH2:5][CH2:6][N:1]([C:7]([O:9][C:10]([CH3:13])([CH3:12])[CH3:11])=[O:8])[CH2:2][CH2:3]2)=[N:19][CH:18]=[C:17]([CH2:22][OH:23])[CH:16]=1, predict the reactants needed to synthesize it. The reactants are: [N:1]1([C:7]([O:9][C:10]([CH3:13])([CH3:12])[CH3:11])=[O:8])[CH2:6][CH2:5][NH:4][CH2:3][CH2:2]1.[Cl:14][C:15]1[CH:16]=[C:17]([CH2:22][OH:23])[CH:18]=[N:19][C:20]=1Cl.CCN(C(C)C)C(C)C. (2) Given the product [CH:10]([CH:12]1[CH2:17][CH2:16][CH2:15][CH:14]([N:18]([CH3:26])[C:19](=[O:25])[O:20][C:21]([CH3:22])([CH3:23])[CH3:24])[CH2:13]1)=[O:11], predict the reactants needed to synthesize it. The reactants are: [H-].[H-].[H-].[H-].[Li+].[Al+3].CON(C)[C:10]([CH:12]1[CH2:17][CH2:16][CH2:15][CH:14]([N:18]([CH3:26])[C:19](=[O:25])[O:20][C:21]([CH3:24])([CH3:23])[CH3:22])[CH2:13]1)=[O:11]. (3) Given the product [NH2:5][C:4]1[CH:6]=[CH:7][CH:8]=[C:9]([OH:10])[C:3]=1[OH:2], predict the reactants needed to synthesize it. The reactants are: C[O:2][C:3]1[C:9]([O:10]C)=[CH:8][CH:7]=[CH:6][C:4]=1[NH2:5].B(Br)(Br)Br. (4) Given the product [O:13]=[C:12]1[C:6]2[C:5]([NH:14][C:15]3[CH:16]=[C:17]([NH:21][C:22]([N:24]4[CH2:28][CH2:27][CH2:26][CH2:25]4)=[O:23])[CH:18]=[CH:19][CH:20]=3)=[N:4][C:3]([NH:40][C@@H:41]3[CH2:42][CH2:43][NH:44][CH2:45]3)=[N:8][C:7]=2[CH:9]=[CH:10][NH:11]1, predict the reactants needed to synthesize it. The reactants are: CS[C:3]1[N:4]=[C:5]([NH:14][C:15]2[CH:16]=[C:17]([NH:21][C:22]([N:24]3[CH2:28][CH2:27][CH2:26][CH2:25]3)=[O:23])[CH:18]=[CH:19][CH:20]=2)[C:6]2[C:12](=[O:13])[NH:11][CH:10]=[CH:9][C:7]=2[N:8]=1.C1C=C(Cl)C=C(C(OO)=O)C=1.[NH2:40][CH2:41][CH2:42][CH2:43][NH:44][C:45](=O)OC(C)(C)C.C(O)(C(F)(F)F)=O. (5) Given the product [Si:1]([O:8][CH:9]([C:26]1[S:27][CH:28]=[C:29]([C:31]([O:33][CH3:34])=[O:32])[N:30]=1)[CH2:10][O:11][C:12]1[CH:17]=[CH:16][C:15]([CH2:18][CH2:19][CH2:20][CH2:21][CH2:22][CH2:23][CH2:24][CH3:25])=[CH:14][CH:13]=1)([C:4]([CH3:5])([CH3:6])[CH3:7])([CH3:3])[CH3:2], predict the reactants needed to synthesize it. The reactants are: [Si:1]([O:8][CH:9]([C:26]1[S:27][CH2:28][CH:29]([C:31]([O:33][CH3:34])=[O:32])[N:30]=1)[CH2:10][O:11][C:12]1[CH:17]=[CH:16][C:15]([CH2:18][CH2:19][CH2:20][CH2:21][CH2:22][CH2:23][CH2:24][CH3:25])=[CH:14][CH:13]=1)([C:4]([CH3:7])([CH3:6])[CH3:5])([CH3:3])[CH3:2].BrC(Cl)(Cl)Cl.C1CCN2C(=NCCC2)CC1. (6) Given the product [NH2:59][C:36]1[N:35]=[C:34]([O:33][S:30]([C:23]2[C:24]([CH3:29])=[CH:25][C:26]([CH3:28])=[CH:27][C:22]=2[CH3:21])(=[O:32])=[O:31])[C:39]([CH2:40][C:41]2[CH:46]=[CH:45][C:44]([O:47][CH2:48][CH2:49][CH2:50][N:1]3[CH2:5][CH2:4][CH2:3][C@@H:2]3[C:6]([O:8][C:9]([CH3:12])([CH3:11])[CH3:10])=[O:7])=[CH:43][C:42]=2[O:56][CH3:57])=[C:38]([CH3:58])[N:37]=1, predict the reactants needed to synthesize it. The reactants are: [NH:1]1[CH2:5][CH2:4][CH2:3][C@@H:2]1[C:6]([O:8][C:9]([CH3:12])([CH3:11])[CH3:10])=[O:7].C(=O)([O-])[O-].[K+].[K+].[I-].[K+].[CH3:21][C:22]1[CH:27]=[C:26]([CH3:28])[CH:25]=[C:24]([CH3:29])[C:23]=1[S:30]([O:33][C:34]1[C:39]([CH2:40][C:41]2[CH:46]=[CH:45][C:44]([O:47][CH2:48][CH2:49][CH2:50]OS(C)(=O)=O)=[CH:43][C:42]=2[O:56][CH3:57])=[C:38]([CH3:58])[N:37]=[C:36]([NH2:59])[N:35]=1)(=[O:32])=[O:31].